Dataset: Forward reaction prediction with 1.9M reactions from USPTO patents (1976-2016). Task: Predict the product of the given reaction. Given the reactants [NH:1]1[CH2:4][CH:3]([C:5]2[NH:9][N:8]=[C:7]([C:10]3[CH:15]=[CH:14][CH:13]=[CH:12][N:11]=3)[N:6]=2)[CH2:2]1.C(N(CC)CC)C.[CH3:23][NH:24][C:25]1[N:30]2[CH:31]=[CH:32][N:33]=[C:29]2[N:28]=[C:27]([C:34]2[CH:41]=[CH:40][C:37]([CH:38]=O)=[CH:36][CH:35]=2)[C:26]=1[C:42]1[CH:47]=[CH:46][CH:45]=[CH:44][CH:43]=1.C(O)(=O)C.[BH-](OC(C)=O)(OC(C)=O)OC(C)=O.[Na+].C([O-])(O)=O.[Na+], predict the reaction product. The product is: [CH3:23][NH:24][C:25]1[N:30]2[CH:31]=[CH:32][N:33]=[C:29]2[N:28]=[C:27]([C:34]2[CH:41]=[CH:40][C:37]([CH2:38][N:1]3[CH2:4][CH:3]([C:5]4[N:6]=[C:7]([C:10]5[CH:15]=[CH:14][CH:13]=[CH:12][N:11]=5)[NH:8][N:9]=4)[CH2:2]3)=[CH:36][CH:35]=2)[C:26]=1[C:42]1[CH:47]=[CH:46][CH:45]=[CH:44][CH:43]=1.